Dataset: Full USPTO retrosynthesis dataset with 1.9M reactions from patents (1976-2016). Task: Predict the reactants needed to synthesize the given product. The reactants are: Cl[CH2:2][C:3]1[CH:8]=[CH:7][CH:6]=[C:5]([S:9][CH:10]2[CH2:14][CH2:13][CH2:12][CH2:11]2)[N:4]=1.C[O:16][C:17](=[O:30])[CH2:18][CH:19]1[CH2:21][CH:20]1[C:22]1[CH:27]=[CH:26][C:25]([OH:28])=[C:24]([F:29])[CH:23]=1. Given the product [CH:10]1([S:9][C:5]2[N:4]=[C:3]([CH2:2][O:28][C:25]3[CH:26]=[CH:27][C:22]([CH:20]4[CH2:21][CH:19]4[CH2:18][C:17]([OH:30])=[O:16])=[CH:23][C:24]=3[F:29])[CH:8]=[CH:7][CH:6]=2)[CH2:14][CH2:13][CH2:12][CH2:11]1, predict the reactants needed to synthesize it.